From a dataset of Catalyst prediction with 721,799 reactions and 888 catalyst types from USPTO. Predict which catalyst facilitates the given reaction. (1) Reactant: [CH3:1][N:2]1[C:6]([C:7]([OH:9])=O)=[CH:5][CH:4]=[N:3]1.O1CCCC1.S(Cl)(Cl)=O.[NH2:19][C:20]1[CH:21]=[C:22]([CH:39]=[CH:40][C:41]=1[F:42])[O:23][C:24]1[CH:25]=[CH:26][C:27]2[N:28]([N:30]=[C:31]([NH:33][C:34]([CH:36]3[CH2:38][CH2:37]3)=[O:35])[N:32]=2)[CH:29]=1. Product: [CH:36]1([C:34]([NH:33][C:31]2[N:32]=[C:27]3[CH:26]=[CH:25][C:24]([O:23][C:22]4[CH:39]=[CH:40][C:41]([F:42])=[C:20]([NH:19][C:7]([C:6]5[N:2]([CH3:1])[N:3]=[CH:4][CH:5]=5)=[O:9])[CH:21]=4)=[CH:29][N:28]3[N:30]=2)=[O:35])[CH2:37][CH2:38]1. The catalyst class is: 402. (2) Reactant: [OH:1][CH2:2][CH2:3][N:4]1[C:12]([C:13]2[CH:18]=[CH:17][CH:16]=[CH:15][CH:14]=2)=[C:11]2[C:6]([N:7]([CH3:22])[C:8](=[O:21])[N:9]([CH3:20])[C:10]2=[O:19])=[CH:5]1.[O-]S(C(F)(F)F)(=O)=O.[Bi+3].[O-]S(C(F)(F)F)(=O)=O.[O-]S(C(F)(F)F)(=O)=O.[CH3:48][C:49]1[O:53][C:52]([CH:54]=O)=[CH:51][CH:50]=1. Product: [CH3:22][N:7]1[C:6]2=[C:5]3[N:4]([C:12]([C:13]4[CH:18]=[CH:17][CH:16]=[CH:15][CH:14]=4)=[C:11]2[C:10](=[O:19])[N:9]([CH3:20])[C:8]1=[O:21])[CH2:3][CH2:2][O:1][CH:54]3[C:52]1[O:53][C:49]([CH3:48])=[CH:50][CH:51]=1. The catalyst class is: 14. (3) Reactant: [O:1]1[CH:5]=[CH:4][CH:3]=[C:2]1[C:6]1[O:10][N:9]=[C:8]([CH2:11]OS(C)(=O)=O)[CH:7]=1.[N-:17]=[N+:18]=[N-:19].[Na+]. Product: [N:17]([CH2:11][C:8]1[CH:7]=[C:6]([C:2]2[O:1][CH:5]=[CH:4][CH:3]=2)[O:10][N:9]=1)=[N+:18]=[N-:19]. The catalyst class is: 3. (4) Reactant: [CH3:1][O:2][CH2:3][CH2:4][O:5][C:6]1[CH:14]=[CH:13][C:9]([C:10]([OH:12])=O)=[CH:8][C:7]=1[N+:15]([O-:17])=[O:16].CN(C=O)C.C(Cl)(=O)C(Cl)=O.[NH2:29][C:30]1[S:34][C:33]([NH:35][C:36]2[CH:41]=[CH:40][N:39]=[C:38]([F:42])[CH:37]=2)=[N:32][C:31]=1[C:43]([NH2:45])=[O:44]. Product: [CH3:1][O:2][CH2:3][CH2:4][O:5][C:6]1[CH:14]=[CH:13][C:9]([C:10]([NH:29][C:30]2[S:34][C:33]([NH:35][C:36]3[CH:41]=[CH:40][N:39]=[C:38]([F:42])[CH:37]=3)=[N:32][C:31]=2[C:43]([NH2:45])=[O:44])=[O:12])=[CH:8][C:7]=1[N+:15]([O-:17])=[O:16]. The catalyst class is: 202. (5) Product: [CH3:29][Si:30]([CH3:32])([CH3:31])[C:5]1[C-:4]([N:2]([CH3:3])[CH3:1])[CH:8]=[CH:7][CH:6]=1.[CH-:9]1[CH:13]=[CH:12][CH:11]=[CH:10]1.[Fe+2:14]. The catalyst class is: 1. Reactant: [CH3:1][N:2]([C-:4]1[CH:8]=[CH:7][CH:6]=[CH:5]1)[CH3:3].[CH-:9]1[CH:13]=[CH:12][CH:11]=[CH:10]1.[Fe+2:14].B(F)(F)F.CCOCC.[Li]CCCC.[CH3:29][Si:30](Cl)([CH3:32])[CH3:31]. (6) Reactant: [Cl:1][C:2]1[CH:7]=[CH:6][C:5]([C:8]2[N:12]([CH:13]3[CH2:15][CH2:14]3)[C:11](=[O:16])[N:10]([CH:17]([CH3:23])[C:18]([O:20]CC)=[O:19])[N:9]=2)=[CH:4][CH:3]=1.[OH-].[K+]. Product: [Cl:1][C:2]1[CH:7]=[CH:6][C:5]([C:8]2[N:12]([CH:13]3[CH2:15][CH2:14]3)[C:11](=[O:16])[N:10]([CH:17]([CH3:23])[C:18]([OH:20])=[O:19])[N:9]=2)=[CH:4][CH:3]=1. The catalyst class is: 5. (7) Reactant: [F:1][C:2]1[CH:7]=[CH:6][CH:5]=[CH:4][C:3]=1[C:8](=[O:10])[CH3:9].B1(C)OC(C2C=CC=CC=2)(C2C=CC=CC=2)[C@H]2N1CCC2.CSC.B.CO. Product: [F:1][C:2]1[CH:7]=[CH:6][CH:5]=[CH:4][C:3]=1[C@H:8]([OH:10])[CH3:9]. The catalyst class is: 569. (8) Reactant: [Cl:1][C:2]1[CH:7]=[CH:6][C:5]([S:8](Cl)(=[O:10])=[O:9])=[CH:4][C:3]=1[N+:12]([O-:14])=[O:13].C(N(CC)CC)C.[CH3:22][N:23]1[CH2:28][CH2:27][NH:26][CH2:25][CH2:24]1. Product: [Cl:1][C:2]1[CH:7]=[CH:6][C:5]([S:8]([N:26]2[CH2:27][CH2:28][N:23]([CH3:22])[CH2:24][CH2:25]2)(=[O:10])=[O:9])=[CH:4][C:3]=1[N+:12]([O-:14])=[O:13]. The catalyst class is: 4.